Predict the reaction yield, written as a fraction of the theoretical maximum amount of product (1.0 means a 100% yield; for example, 0.34 means a 34% yield). From a dataset of Reaction yield outcomes from USPTO patents with 853,638 reactions. (1) The reactants are [OH:1][C:2]1[CH:11]=[CH:10][C:5]([C:6]([NH:8][NH2:9])=[O:7])=[CH:4][CH:3]=1.[Cl:12][C:13]1[CH:18]=[CH:17][C:16]([N:19]=[C:20]=S)=[CH:15][C:14]=1[C:22]([F:25])([F:24])[F:23].CCOC(C)=O.CO. The catalyst is CO.[Hg]=O. The product is [Cl:12][C:13]1[CH:18]=[CH:17][C:16]([NH:19][C:20]2[O:7][C:6]([C:5]3[CH:10]=[CH:11][C:2]([OH:1])=[CH:3][CH:4]=3)=[N:8][N:9]=2)=[CH:15][C:14]=1[C:22]([F:23])([F:24])[F:25]. The yield is 0.607. (2) The reactants are [NH:1]1[CH2:5][CH2:4][CH2:3][CH:2]1[CH2:6][OH:7].Br[CH2:9][C:10]#[N:11].CCN(CC)CC. The catalyst is C1COCC1. The product is [OH:7][CH2:6][CH:2]1[CH2:3][CH2:4][CH2:5][N:1]1[CH2:9][C:10]#[N:11]. The yield is 0.640. (3) The reactants are [Cl:1][C:2]1[C:11](/[CH:12]=[CH:13]/[C:14]2[CH:15]=[N:16][C:17]([NH:20][C:21]3[CH:22]=[N:23][N:24]([CH3:26])[CH:25]=3)=[N:18][CH:19]=2)=[CH:10][C:5]([C:6]([O:8][CH3:9])=[O:7])=[CH:4][C:3]=1[O:27][CH3:28].CC1C=CC(S(NN)(=O)=O)=CC=1.C([O-])(=O)C.[Na+]. The catalyst is C1COCC1.O. The product is [Cl:1][C:2]1[C:11]([CH2:12][CH2:13][C:14]2[CH:19]=[N:18][C:17]([NH:20][C:21]3[CH:22]=[N:23][N:24]([CH3:26])[CH:25]=3)=[N:16][CH:15]=2)=[CH:10][C:5]([C:6]([O:8][CH3:9])=[O:7])=[CH:4][C:3]=1[O:27][CH3:28]. The yield is 0.478. (4) The reactants are [Cl:1][C:2]1[C:7]([F:8])=[CH:6][CH:5]=[C:4]([Cl:9])[C:3]=1[CH2:10][OH:11].[Cr](O[Cr]([O-])(=O)=O)([O-])(=O)=O.[NH+]1C=CC=CC=1.[NH+]1C=CC=CC=1. The catalyst is ClCCl.CCOCC. The product is [Cl:1][C:2]1[C:7]([F:8])=[CH:6][CH:5]=[C:4]([Cl:9])[C:3]=1[CH:10]=[O:11]. The yield is 0.520. (5) The reactants are [CH2:1]([NH:4][CH:5]1[CH2:13][CH2:12][C:8]2[N:9]=[CH:10][S:11][C:7]=2[CH2:6]1)[CH2:2][CH3:3].O=[CH:15][CH2:16][CH2:17][CH2:18][NH:19][C:20](=[O:27])[C:21]1[CH:26]=[CH:25][CH:24]=[CH:23][CH:22]=1.C(O[BH-](OC(=O)C)OC(=O)C)(=O)C.[Na+]. The catalyst is ClCCCl. The product is [CH2:1]([N:4]([CH:5]1[CH2:13][CH2:12][C:8]2[N:9]=[CH:10][S:11][C:7]=2[CH2:6]1)[CH2:15][CH2:16][CH2:17][CH2:18][NH:19][C:20](=[O:27])[C:21]1[CH:26]=[CH:25][CH:24]=[CH:23][CH:22]=1)[CH2:2][CH3:3]. The yield is 0.680.